From a dataset of Experimentally validated miRNA-target interactions with 360,000+ pairs, plus equal number of negative samples. Binary Classification. Given a miRNA mature sequence and a target amino acid sequence, predict their likelihood of interaction. (1) The miRNA is hsa-miR-1276 with sequence UAAAGAGCCCUGUGGAGACA. The protein sequence of the target gene is MAVAVRTLQEQLEKAKESLKNVDENIRKLTGRDPNDVRPIQARLLALSGPGGGRGRGSLLLRRGFSDSGGGPPAKQRDLEGAVSRLGGERRTRRESRQESDPEDDDVKKPALQSSVVATSKERTRRDLIQDQNMDEKGKQRNRRIFGLLMGTLQKFKQESTVATERQKRRQEIEQKLEVQAEEERKQVENERRELFEERRAKQTELRLLEQKVELAQLQEEWNEHNAKIIKYIRTKTKPHLFYIPGRMCPATQKLIEESQRKMNALFEGRRIEFAEQINKMEARPRRQSMKEKEHQVVRN.... Result: 1 (interaction). (2) The miRNA is cel-miR-357-3p with sequence AAAUGCCAGUCGUUGCAGGAGU. The protein sequence of the target gene is MLSFVDTRTLLLLAVTSCLATCQYLQSGSVRKGPTGDRGPRGQRGPAGPRGRDGVDGPMGPPGPPGSPGPPGSPAPPGLTGNFAAQYSDKGVSSGPGPMGLMGPRGPPGAVGAPGPQGFQGPAGEPGEPGQTGPAGPRGPAGSPGKAGEDGHPGKPGRPGERGVVGPQGARGFPGTPGLPGFKGVKGHSGMDGLKGQPGAQGVKGEPGAPGENGTPGQAGARGLPGERGRVGAPGPAGARGSDGSVGPVGPAGPIGSAGPPGFPGAPGPKGELGPVGNPGPAGPAGPRGEVGLPGLSGPV.... Result: 0 (no interaction). (3) The miRNA is hsa-miR-196b-5p with sequence UAGGUAGUUUCCUGUUGUUGGG. The protein sequence of the target gene is MAARQAVGSGAQETCGLDRILEALKLLLSPGGSGSSSLQVTKHDVLLATLKSNLSALEDKFLKDPQWKNLKLLRDEIADKAEWPQNSVDVTWSFTSQTLLLLLCLKETMIRLAANFNPGKPNPRTPEVAPALSPDALSISQQKTVQFVLQFVVTLGICPYLMPGVGVPLRYRTEFGAVVQDVVCFDAAPDATRRLYTSCKALLNVAQHTSLGSLIFCHHFGDIAAGLCQLGFCPTKRKLLTPAEEVLTEEERTLSRGALRDMLDQVYQPLAVRELLILQGGPPQSCTDVKTQMRCRAPAW.... Result: 0 (no interaction). (4) The miRNA is hsa-miR-4265 with sequence CUGUGGGCUCAGCUCUGGG. The protein sequence of the target gene is MAATMKKAAAEDVNVTFEDQQKINKFARNTSRITELKEEIEVKKKQLQNLEDACDDIMLADDDCLMIPYQIGDVFISHSQEETQEMLEEAKKNLQEEIDALESRVESIQRVLADLKVQLYAKFGSNINLEADES. Result: 0 (no interaction). (5) The miRNA is hsa-miR-4725-5p with sequence AGACCCUGCAGCCUUCCCACC. The protein sequence of the target gene is MAARFELLDDLPAACLSPCGPPNPTELFSEARRLALEQLLAGGPDAWAAFLRRERLGRFLNADEVREVLGAAERPGEDGAAVAEDSFGSSHECSSGTYFPEQSDLEPPALELGWPSFYQGAYRGATRVEAHFQPRGAGAGGPYGCKDALRQQLRSAREVIAVVMDVFSDIDIFRDLQESCRKRGVAVYILLDQTLLPHFLDMCMDLRVHPEQEKLMTVRTITGNIYYARSGTKVVGKVHEKFTLIDGIRVATGSYSFTWTDGKLNSSNLVILSGQVVEHFDLEFRILYAQSEPISSKLLS.... Result: 0 (no interaction). (6) The miRNA is mmu-miR-429-3p with sequence UAAUACUGUCUGGUAAUGCCGU. The protein sequence of the target gene is MTIYQFLRLFVLWACLPHFCCPELTFRRTPGIQQMTAESRAPRSDGKILHRQKRGWMWNQFFLLEEYTGSDYQYVGKLHSDQDKGDGSLKYILSGDGAGTLFIIDEKTGDIHATRRIDREEKAFYTLRAQAINRRTLRPVEPESEFVIKIHDINDNEPTFPEEIYTASVPEMSVVGTSVVQVTATDADDPSYGNSARVIYSILQGQPYFSVEPETGIIRTALPNMNRENKEQYQVVIQAKDMGGQMGGLSGTTTVNITLTDVNDNPPRFPQNTIHLRVLESSPVGTAVGSVKATDADTGK.... Result: 0 (no interaction).